This data is from Peptide-MHC class I binding affinity with 185,985 pairs from IEDB/IMGT. The task is: Regression. Given a peptide amino acid sequence and an MHC pseudo amino acid sequence, predict their binding affinity value. This is MHC class I binding data. (1) The peptide sequence is TENLVIEGPT. The MHC is HLA-B44:02 with pseudo-sequence HLA-B44:02. The binding affinity (normalized) is 0.118. (2) The MHC is HLA-B40:02 with pseudo-sequence HLA-B40:02. The peptide sequence is IEAEVIPA. The binding affinity (normalized) is 0.222. (3) The peptide sequence is LFFFVYENAF. The MHC is HLA-A30:02 with pseudo-sequence HLA-A30:02. The binding affinity (normalized) is 0. (4) The peptide sequence is TTAEFTVPK. The MHC is HLA-A30:01 with pseudo-sequence HLA-A30:01. The binding affinity (normalized) is 0.544. (5) The MHC is H-2-Db with pseudo-sequence H-2-Db. The binding affinity (normalized) is 0.535. The peptide sequence is STLQNNSVVI. (6) The peptide sequence is YEERLNEQLL. The MHC is HLA-B18:01 with pseudo-sequence HLA-B18:01. The binding affinity (normalized) is 0.196. (7) The peptide sequence is WLYDLWGQL. The MHC is HLA-B14:02 with pseudo-sequence HLA-B14:02. The binding affinity (normalized) is 0.213.